From a dataset of Forward reaction prediction with 1.9M reactions from USPTO patents (1976-2016). Predict the product of the given reaction. (1) Given the reactants C1COCC1.C([O:8][C:9]([C:11]1[N:12]=[C:13]([C:16]2[C:21]([C:22]([O:24][CH2:25][CH3:26])=[O:23])=[C:20]([CH2:27][CH2:28][C:29]3[CH:34]=[CH:33][C:32]([C:35]([F:38])([F:37])[F:36])=[CH:31][CH:30]=3)[N:19]=[C:18]3[N:39]4[CH2:45][CH2:44][CH2:43][N:40]4[C:41](=[O:42])[C:17]=23)[O:14][CH:15]=1)=[O:10])C.[OH-].[Na+], predict the reaction product. The product is: [CH2:25]([O:24][C:22]([C:21]1[C:16]([C:13]2[O:14][CH:15]=[C:11]([C:9]([OH:10])=[O:8])[N:12]=2)=[C:17]2[C:41](=[O:42])[N:40]3[CH2:43][CH2:44][CH2:45][N:39]3[C:18]2=[N:19][C:20]=1[CH2:27][CH2:28][C:29]1[CH:34]=[CH:33][C:32]([C:35]([F:38])([F:37])[F:36])=[CH:31][CH:30]=1)=[O:23])[CH3:26]. (2) Given the reactants C([O:3][C:4](=[O:34])[CH:5]=[C:6]([C:8]1[O:12][C:11]2[C:13]([C:17]3[CH:22]=[C:21]([CH:23]([CH3:25])[CH3:24])[CH:20]=[C:19]([CH:26]([CH3:28])[CH3:27])[C:18]=3[O:29][CH2:30][CH:31]([F:33])[F:32])=[CH:14][CH:15]=[CH:16][C:10]=2[CH:9]=1)[CH3:7])C.C1COCC1.[Li+].[OH-], predict the reaction product. The product is: [F:33][CH:31]([F:32])[CH2:30][O:29][C:18]1[C:19]([CH:26]([CH3:28])[CH3:27])=[CH:20][C:21]([CH:23]([CH3:25])[CH3:24])=[CH:22][C:17]=1[C:13]1[C:11]2[O:12][C:8]([C:6]([CH3:7])=[CH:5][C:4]([OH:34])=[O:3])=[CH:9][C:10]=2[CH:16]=[CH:15][CH:14]=1.